Task: Predict the reaction yield, written as a fraction of the theoretical maximum amount of product (1.0 means a 100% yield; for example, 0.34 means a 34% yield).. Dataset: Reaction yield outcomes from USPTO patents with 853,638 reactions (1) The reactants are [F:1][C:2]1[CH:3]=[C:4]2[C:8](=[CH:9][CH:10]=1)[NH:7][C:6]([C:11]([O:13][CH2:14][CH3:15])=[O:12])=[CH:5]2.[CH2:16](OC(C1NC2C(C=1)=CC=CC=2)=O)C. No catalyst specified. The product is [F:1][C:2]1[CH:3]=[C:4]2[C:8](=[CH:9][CH:10]=1)[N:7]([CH3:16])[C:6]([C:11]([O:13][CH2:14][CH3:15])=[O:12])=[CH:5]2. The yield is 1.00. (2) The reactants are [H-].[Na+].[CH3:3][N:4]([CH2:22][C:23]1[CH:28]=[CH:27][C:26]([O:29][C:30]([F:33])([F:32])[F:31])=[CH:25][CH:24]=1)[C:5](=[O:21])[O:6][CH2:7][C@@:8]([OH:20])([CH3:19])[CH2:9][N:10]1[CH:14]=[C:13]([N+:15]([O-:17])=[O:16])[N:12]=[C:11]1Cl. The catalyst is CN(C=O)C. The product is [CH3:3][N:4]([CH2:22][C:23]1[CH:28]=[CH:27][C:26]([O:29][C:30]([F:33])([F:32])[F:31])=[CH:25][CH:24]=1)[C:5](=[O:21])[O:6][CH2:7][C@:8]1([CH3:19])[O:20][C:11]2=[N:12][C:13]([N+:15]([O-:17])=[O:16])=[CH:14][N:10]2[CH2:9]1. The yield is 0.550. (3) The reactants are [OH:1][C:2]1[CH:7]=[CH:6][C:5]([C:8]2[CH:13]=[CH:12][CH:11]=[CH:10][CH:9]=2)=[CH:4][CH:3]=1.Br[CH2:15][CH2:16][CH2:17][CH2:18][CH2:19][CH2:20][OH:21].C(=O)([O-])[O-].[K+].[K+]. The catalyst is CC(C)=O. The product is [OH:21][CH2:20][CH2:19][CH2:18][CH2:17][CH2:16][CH2:15][O:1][C:2]1[CH:3]=[CH:4][C:5]([C:8]2[CH:13]=[CH:12][CH:11]=[CH:10][CH:9]=2)=[CH:6][CH:7]=1. The yield is 0.950. (4) The reactants are [NH2:1][C:2]1[CH:3]=[C:4]([CH:22]=[CH:23][CH:24]=1)[C:5]([NH:7][CH2:8][CH:9]([OH:21])[CH2:10][N:11]1[CH2:20][CH2:19][C:18]2[C:13](=[CH:14][CH:15]=[CH:16][CH:17]=2)[CH2:12]1)=[O:6].[CH3:25][C:26]1([CH3:33])[CH2:31][C:30](=O)[CH2:29][CH2:28][O:27]1.CC(O)=O.[BH3-]C#N.[Na+]. The catalyst is CO. The product is [CH2:12]1[C:13]2[C:18](=[CH:17][CH:16]=[CH:15][CH:14]=2)[CH2:19][CH2:20][N:11]1[CH2:10][CH:9]([OH:21])[CH2:8][NH:7][C:5](=[O:6])[C:4]1[CH:22]=[CH:23][CH:24]=[C:2]([NH:1][CH:30]2[CH2:29][CH2:28][O:27][C:26]([CH3:33])([CH3:25])[CH2:31]2)[CH:3]=1. The yield is 0.0310. (5) The reactants are Br[C:2]1[CH:3]=[N:4][C:5]([N:8]2[CH2:13][CH2:12][N:11]([C:14]([O:16][C:17]([CH3:20])([CH3:19])[CH3:18])=[O:15])[CH2:10][CH2:9]2)=[N:6][CH:7]=1.[F:21][C:22]1[CH:27]=[CH:26][C:25]([SH:28])=[CH:24][CH:23]=1.CC1(C)C2C(=C(P(C3C=CC=CC=3)C3C=CC=CC=3)C=CC=2)OC2C(P(C3C=CC=CC=3)C3C=CC=CC=3)=CC=CC1=2.CCN(C(C)C)C(C)C. The catalyst is O1CCOCC1.C1C=CC(/C=C/C(/C=C/C2C=CC=CC=2)=O)=CC=1.C1C=CC(/C=C/C(/C=C/C2C=CC=CC=2)=O)=CC=1.C1C=CC(/C=C/C(/C=C/C2C=CC=CC=2)=O)=CC=1.[Pd].[Pd]. The product is [F:21][C:22]1[CH:27]=[CH:26][C:25]([S:28][C:2]2[CH:3]=[N:4][C:5]([N:8]3[CH2:13][CH2:12][N:11]([C:14]([O:16][C:17]([CH3:20])([CH3:19])[CH3:18])=[O:15])[CH2:10][CH2:9]3)=[N:6][CH:7]=2)=[CH:24][CH:23]=1. The yield is 0.440. (6) The reactants are [OH:1][C@@H:2]1[CH2:7][CH2:6][CH2:5][N:4]([C:8]([C:10]2[CH:15]=[CH:14][C:13]([C:16]3[CH:21]=[CH:20][C:19]([NH:22][CH2:23][CH:24]4[CH2:29][CH2:28][N:27]([CH2:30][C:31]([CH3:37])([CH3:36])[C:32]([F:35])([F:34])[F:33])[CH2:26][CH2:25]4)=[CH:18][CH:17]=3)=[CH:12][CH:11]=2)=[O:9])[CH2:3]1.C=O.[CH3:40]C(O)=O.[BH3-]C#N.[Na+]. The catalyst is C(#N)C.O. The product is [OH:1][C@@H:2]1[CH2:7][CH2:6][CH2:5][N:4]([C:8]([C:10]2[CH:11]=[CH:12][C:13]([C:16]3[CH:17]=[CH:18][C:19]([N:22]([CH3:40])[CH2:23][CH:24]4[CH2:29][CH2:28][N:27]([CH2:30][C:31]([CH3:37])([CH3:36])[C:32]([F:35])([F:34])[F:33])[CH2:26][CH2:25]4)=[CH:20][CH:21]=3)=[CH:14][CH:15]=2)=[O:9])[CH2:3]1. The yield is 0.480. (7) The reactants are [NH:1]1[C:9]2[C:4](=[CH:5][CH:6]=[C:7]([C:10]([N:12]3[CH2:18][C:17]4([CH3:20])[CH2:19][CH:13]3[CH2:14][C:15]([CH3:22])([CH3:21])[CH2:16]4)=[O:11])[CH:8]=2)[CH:3]=[CH:2]1.[CH2:23]([N:25](CC)CC)C. The catalyst is C(#N)C. The product is [CH3:20][C:17]12[CH2:19][CH:13]([N:12]([C:10]([C:7]3[CH:8]=[C:9]4[C:4]([C:3]([C:23]#[N:25])=[CH:2][NH:1]4)=[CH:5][CH:6]=3)=[O:11])[CH2:18]1)[CH2:14][C:15]([CH3:22])([CH3:21])[CH2:16]2. The yield is 0.170.